Dataset: Catalyst prediction with 721,799 reactions and 888 catalyst types from USPTO. Task: Predict which catalyst facilitates the given reaction. Reactant: Br[CH:2]([CH2:5]Br)[CH2:3][OH:4].[CH3:7][C:8]12[C:19]3([CH3:20])[N:12]([CH2:13][CH2:14][N:15]3[CH2:16][CH2:17][NH:18]1)[CH2:11][CH2:10][NH:9]2.C([O-])([O-])=O.[K+].[K+]. Product: [CH3:20][C:19]12[C:8]3([CH3:7])[N:18]4[CH:2]([CH2:3][OH:4])[CH2:5][N:9]3[CH2:10][CH2:11][N:12]1[CH2:13][CH2:14][N:15]2[CH2:16][CH2:17]4. The catalyst class is: 10.